Dataset: Catalyst prediction with 721,799 reactions and 888 catalyst types from USPTO. Task: Predict which catalyst facilitates the given reaction. (1) Reactant: [CH3:1][O:2][CH2:3][C@@H:4]([NH:6][C:7]([C:9]1[C:17]2[C:12](=[N:13][CH:14]=[C:15](Br)[N:16]=2)[N:11]([CH2:19][O:20][CH2:21][CH2:22][Si:23]([CH3:26])([CH3:25])[CH3:24])[CH:10]=1)=[O:8])[CH3:5].I[C:28]1[N:32]2[CH:33]=[CH:34][C:35]([C:37]#[N:38])=[CH:36][C:31]2=[N:30][CH:29]=1. Product: [CH3:1][O:2][CH2:3][C@@H:4]([NH:6][C:7]([C:9]1[C:17]2[C:12](=[N:13][CH:14]=[C:15]([C:28]3[N:32]4[CH:33]=[CH:34][C:35]([C:37]#[N:38])=[CH:36][C:31]4=[N:30][CH:29]=3)[N:16]=2)[N:11]([CH2:19][O:20][CH2:21][CH2:22][Si:23]([CH3:26])([CH3:25])[CH3:24])[CH:10]=1)=[O:8])[CH3:5]. The catalyst class is: 73. (2) Reactant: [CH:1]1([C:4]2[CH:5]=[N:6][C:7]([N:14]([C:21]3[CH:22]=[C:23]4[C:27](=[CH:28][CH:29]=3)[N:26]([CH2:30][C:31]3[CH:36]=[CH:35][C:34]([F:37])=[CH:33][CH:32]=3)[CH:25]=[CH:24]4)C(=O)C(F)(F)F)=[C:8]([CH:13]=2)[C:9]([O:11]C)=[O:10])[CH2:3][CH2:2]1.[OH-].[Na+]. Product: [CH:1]1([C:4]2[CH:5]=[N:6][C:7]([NH:14][C:21]3[CH:22]=[C:23]4[C:27](=[CH:28][CH:29]=3)[N:26]([CH2:30][C:31]3[CH:32]=[CH:33][C:34]([F:37])=[CH:35][CH:36]=3)[CH:25]=[CH:24]4)=[C:8]([CH:13]=2)[C:9]([OH:11])=[O:10])[CH2:3][CH2:2]1. The catalyst class is: 111. (3) Reactant: [C:1]([O:5][C:6]([N:8]1[CH2:13][CH2:12][CH:11]([C:14]2[CH:15]=[C:16]3[C:20](=[CH:21][CH:22]=2)[N:19](C(OC(C)(C)C)=O)[N:18]=[C:17]3[C:30]#[C:31][Si](C)(C)C)[CH2:10][CH2:9]1)=[O:7])([CH3:4])([CH3:3])[CH3:2].C(=O)([O-])[O-].[K+].[K+]. Product: [C:30]([C:17]1[C:16]2[C:20](=[CH:21][CH:22]=[C:14]([CH:11]3[CH2:12][CH2:13][N:8]([C:6]([O:5][C:1]([CH3:4])([CH3:3])[CH3:2])=[O:7])[CH2:9][CH2:10]3)[CH:15]=2)[NH:19][N:18]=1)#[CH:31]. The catalyst class is: 14. (4) Reactant: C(OC([N:11]1[CH2:16][CH2:15][C:14]([CH2:32][OH:33])([C:17](=[O:31])[NH:18][C:19]2[C:28]3[C:23](=[CH:24][CH:25]=[C:26]([O:29][CH3:30])[N:27]=3)[N:22]=[CH:21][CH:20]=2)[CH2:13][CH2:12]1)=O)C1C=CC=CC=1. Product: [OH:33][CH2:32][C:14]1([C:17](=[O:31])[NH:18][C:19]2[C:28]3[C:23](=[CH:24][CH:25]=[C:26]([O:29][CH3:30])[N:27]=3)[N:22]=[CH:21][CH:20]=2)[CH2:15][CH2:16][NH:11][CH2:12][CH2:13]1. The catalyst class is: 29. (5) Reactant: [O:1]1[C:5]2[CH:6]=[CH:7][CH:8]=[CH:9][C:4]=2[N:3]=[C:2]1[N:10]1[CH2:15][CH2:14][CH2:13][CH2:12][C@H:11]1[C:16]([NH:18][CH2:19][CH2:20][N:21]1[C@H:26]([CH3:27])[CH2:25][NH:24][CH2:23][C@@H:22]1[CH3:28])=[O:17].C=O.[C:31]([BH3-])#N.[Na+].C(O)(=O)C. Product: [NH3:3].[O:1]1[C:5]2[CH:6]=[CH:7][CH:8]=[CH:9][C:4]=2[N:3]=[C:2]1[N:10]1[CH2:15][CH2:14][CH2:13][CH2:12][C@H:11]1[C:16]([NH:18][CH2:19][CH2:20][N:21]1[C@H:26]([CH3:27])[CH2:25][N:24]([CH3:31])[CH2:23][C@@H:22]1[CH3:28])=[O:17]. The catalyst class is: 753. (6) Reactant: [NH2:1][C:2]1[CH:26]=[CH:25][C:24]([N:27]2[CH2:32][CH2:31][CH2:30][CH2:29][CH2:28]2)=[CH:23][C:3]=1[C:4]([NH:6][C:7]1[CH:8]=[N:9][C:10]([C:13]2[CH:18]=[CH:17][CH:16]=[C:15]([C:19]([F:22])([F:21])[F:20])[CH:14]=2)=[N:11][CH:12]=1)=[O:5].Cl[C:34]([C:36]1[CH:37]=[C:38]([CH:47]=[CH:48][CH:49]=1)[CH2:39][S:40][CH2:41][CH2:42][C:43]([O:45][CH3:46])=[O:44])=[O:35].N1C=CC=CC=1. Product: [N:27]1([C:24]2[CH:25]=[CH:26][C:2]([NH:1][C:34]([C:36]3[CH:37]=[C:38]([CH:47]=[CH:48][CH:49]=3)[CH2:39][S:40][CH2:41][CH2:42][C:43]([O:45][CH3:46])=[O:44])=[O:35])=[C:3]([C:4](=[O:5])[NH:6][C:7]3[CH:8]=[N:9][C:10]([C:13]4[CH:18]=[CH:17][CH:16]=[C:15]([C:19]([F:21])([F:22])[F:20])[CH:14]=4)=[N:11][CH:12]=3)[CH:23]=2)[CH2:32][CH2:31][CH2:30][CH2:29][CH2:28]1. The catalyst class is: 30.